From a dataset of Catalyst prediction with 721,799 reactions and 888 catalyst types from USPTO. Predict which catalyst facilitates the given reaction. (1) Reactant: [OH:1][C:2]1[C:7]([N+:8]([O-])=O)=[CH:6][N:5]=[C:4]([O:11][CH2:12][C@@H:13]([NH:15][C:16](=[O:22])[O:17][C:18]([CH3:21])([CH3:20])[CH3:19])[CH3:14])[CH:3]=1. Product: [NH2:8][C:7]1[C:2]([OH:1])=[CH:3][C:4]([O:11][CH2:12][C@@H:13]([NH:15][C:16](=[O:22])[O:17][C:18]([CH3:20])([CH3:19])[CH3:21])[CH3:14])=[N:5][CH:6]=1. The catalyst class is: 43. (2) Reactant: [CH3:1][C:2]1[C:3]([CH:8]2[CH2:14][CH:13]=[CH:12][CH2:11][CH:10]([C:15]3[C:20]([CH3:21])=[CH:19][CH:18]=[CH:17][N:16]=3)[NH:9]2)=[N:4][CH:5]=[CH:6][CH:7]=1.Br[CH2:23][CH2:24][CH2:25][CH2:26][N:27]1[C:35](=[O:36])[C:34]2[C:29](=[CH:30][CH:31]=[CH:32][CH:33]=2)[C:28]1=[O:37].CCN(C(C)C)C(C)C. Product: [CH3:1][C:2]1[C:3]([CH:8]2[CH2:14][CH:13]=[CH:12][CH2:11][CH:10]([C:15]3[C:20]([CH3:21])=[CH:19][CH:18]=[CH:17][N:16]=3)[N:9]2[CH2:23][CH2:24][CH2:25][CH2:26][N:27]2[C:35](=[O:36])[C:34]3[C:29](=[CH:30][CH:31]=[CH:32][CH:33]=3)[C:28]2=[O:37])=[N:4][CH:5]=[CH:6][CH:7]=1. The catalyst class is: 3. (3) Reactant: Cl.[F:2][C:3]1([F:14])[CH2:7][NH:6][C@H:5]([CH:8]([CH3:13])[CH2:9][C:10]([OH:12])=[O:11])[CH2:4]1.Br[CH2:16][C:17]1[NH:22][C:21]([C:23]2[S:24][CH:25]=[CH:26][N:27]=2)=[N:20][C@@H:19]([C:28]2[CH:33]=[CH:32][C:31]([F:34])=[CH:30][C:29]=2[Cl:35])[C:18]=1[C:36]([O:38][CH2:39][CH3:40])=[O:37].C(=O)([O-])[O-].[K+].[K+]. Product: [Cl:35][C:29]1[CH:30]=[C:31]([F:34])[CH:32]=[CH:33][C:28]=1[C@@H:19]1[N:20]=[C:21]([C:23]2[S:24][CH:25]=[CH:26][N:27]=2)[NH:22][C:17]([CH2:16][N:6]2[CH2:7][C:3]([F:2])([F:14])[CH2:4][C@H:5]2[CH:8]([CH3:13])[CH2:9][C:10]([OH:12])=[O:11])=[C:18]1[C:36]([O:38][CH2:39][CH3:40])=[O:37]. The catalyst class is: 8. (4) Product: [Cl:10][C:6]1[CH:7]=[CH:8][CH:9]=[C:2]([O:19][C:16]2[CH:17]=[CH:18][C:13]([O:12][CH3:11])=[CH:14][CH:15]=2)[C:3]=1[CH:4]=[O:5]. Reactant: Cl[C:2]1[CH:9]=[CH:8][CH:7]=[C:6]([Cl:10])[C:3]=1[CH:4]=[O:5].[CH3:11][O:12][C:13]1[CH:18]=[CH:17][C:16]([OH:19])=[CH:15][CH:14]=1.C([O-])([O-])=O.[K+].[K+]. The catalyst class is: 80. (5) Product: [N:1]1([CH2:9][C:10]2[CH:11]=[C:12]([CH:13]=[CH:14][CH:15]=2)[CH2:16][N:1]2[CH:5]=[CH:4][N:3]=[CH:2]2)[CH:5]=[CH:4][N:3]=[CH:2]1. The catalyst class is: 21. Reactant: [NH:1]1[CH:5]=[CH:4][N:3]=[CH:2]1.[OH-].[K+].Br[CH2:9][C:10]1[CH:15]=[CH:14][CH:13]=[C:12]([CH2:16]Br)[CH:11]=1. (6) Reactant: CN1C(=O)N(C)[CH2:5][CH2:4][CH2:3]1.C([N-]C(C)C)(C)C.[Li+].[CH3:18][C:19]1([CH3:25])[CH2:23][CH2:22][CH2:21][C:20]1=[O:24].IC(C)C. Product: [CH:4]([CH:21]1[C:20](=[O:24])[C:19]([CH3:25])([CH3:18])[CH2:23][CH2:22]1)([CH3:5])[CH3:3]. The catalyst class is: 1. (7) Reactant: [NH:1]1[CH:5]=[CH:4][N:3]=[C:2]1[CH2:6][N:7]([CH2:14][C:15]1[CH:23]=[CH:22][C:18]([C:19](O)=[O:20])=[CH:17][CH:16]=1)[CH2:8][C:9]1[NH:10][CH:11]=[CH:12][N:13]=1.CCN=C=NCCCN(C)C.Cl.C1C=CC2N(O)N=NC=2C=1.[C:46]([N:53]1[CH2:58][CH2:57][NH:56][CH2:55][CH2:54]1)([O:48][C:49]([CH3:52])([CH3:51])[CH3:50])=[O:47]. Product: [C:49]([O:48][C:46]([N:53]1[CH2:54][CH2:55][N:56]([C:19](=[O:20])[C:18]2[CH:22]=[CH:23][C:15]([CH2:14][N:7]([CH2:6][C:2]3[NH:1][CH:5]=[CH:4][N:3]=3)[CH2:8][C:9]3[NH:10][CH:11]=[CH:12][N:13]=3)=[CH:16][CH:17]=2)[CH2:57][CH2:58]1)=[O:47])([CH3:52])([CH3:51])[CH3:50]. The catalyst class is: 3.